This data is from Full USPTO retrosynthesis dataset with 1.9M reactions from patents (1976-2016). The task is: Predict the reactants needed to synthesize the given product. (1) Given the product [CH:18]1([CH:17]2[CH2:16][N:9]3[N:8]=[C:7]([I:29])[C:6]([C:4]([O:3][CH2:1][CH3:2])=[O:5])=[C:10]3[C:22](=[O:23])[NH:21]2)[CH2:20][CH2:19]1, predict the reactants needed to synthesize it. The reactants are: [CH2:1]([O:3][C:4]([C:6]1[C:7]([I:29])=[N:8][N:9]([CH2:16][CH:17]([NH:21][C:22](OC(C)(C)C)=[O:23])[CH:18]2[CH2:20][CH2:19]2)[C:10]=1C(OCC)=O)=[O:5])[CH3:2].Cl. (2) Given the product [O:29]1[C:28]2[CH:30]=[CH:31][CH:32]=[CH:33][C:27]=2[O:26][CH2:25][C@@H:24]1[C:21]1[CH:20]=[CH:19][C:18]([CH2:17][N:14]2[CH2:13][CH2:12][N:11]([CH2:10][C:7]3[CH:8]=[C:9]([CH:4]=[CH:5][CH:6]=3)[C:43]([OH:38])=[O:35])[CH2:16][CH2:15]2)=[CH:23][CH:22]=1, predict the reactants needed to synthesize it. The reactants are: COC(=O)[C:4]1[CH:9]=[CH:8][C:7]([CH2:10][N:11]2[CH2:16][CH2:15][N:14]([CH2:17][C:18]3[CH:23]=[CH:22][C:21]([C@@H:24]4[O:29][C:28]5[CH:30]=[CH:31][CH:32]=[CH:33][C:27]=5[O:26][CH2:25]4)=[CH:20][CH:19]=3)[CH2:13][CH2:12]2)=[CH:6][CH:5]=1.[OH:35][Li].O.[O:38]1[CH2:43]COCC1.O. (3) Given the product [CH3:32][O:31][C:29]([C@@H:11]1[CH2:10][CH2:9][C@H:8]([C:3]2[CH:2]=[CH:7][CH:6]=[CH:5][C:4]=2[Cl:33])[N:12]1[C:13]([C:15]1[C:20]([C:6]2[CH:7]=[CH:2][CH:3]=[CH:4][C:42]=2/[C:41](=[N:34]\[OH:35])/[NH2:38])=[CH:19][CH:18]=[CH:17][CH:16]=1)=[O:14])=[O:30], predict the reactants needed to synthesize it. The reactants are: Cl[C:2]1[CH:7]=[CH:6][CH:5]=[CH:4][C:3]=1[C@@H:8]1[N:12]([C:13]([C:15]2[CH:20]=[CH:19][C:18](C3C=CC=CC=3C#N)=[CH:17][CH:16]=2)=[O:14])[C@H:11]([C:29]([O:31][CH3:32])=[O:30])[CH2:10][CH2:9]1.[ClH:33].[NH2:34][OH:35].C([N:38]([CH2:41][CH3:42])CC)C. (4) Given the product [CH:40]1[C:52]2[CH:51]([CH2:53][O:5][C:6]([NH:8][C@H:9]([C:28](=[O:35])[N:29]3[CH2:34][CH2:33][CH2:32][CH2:31][CH2:30]3)[CH2:10][C:11]3[CH:16]=[CH:15][C:14]([C:17](=[CH2:27])[CH2:18][CH2:19][C:20]([OH:22])=[O:21])=[CH:13][CH:12]=3)=[O:7])[C:50]3[C:45](=[CH:46][CH:47]=[CH:48][CH:49]=3)[C:44]=2[CH:43]=[CH:42][CH:41]=1, predict the reactants needed to synthesize it. The reactants are: C([O:5][C:6]([NH:8][C@H:9]([C:28](=[O:35])[N:29]1[CH2:34][CH2:33][CH2:32][CH2:31][CH2:30]1)[CH2:10][C:11]1[CH:16]=[CH:15][C:14]([C:17](=[CH2:27])[CH2:18][CH2:19][C:20]([O:22]C(C)(C)C)=[O:21])=[CH:13][CH:12]=1)=[O:7])(C)(C)C.C(O)(=O)C.[CH:40]1[C:52]2[CH:51]([CH2:53]OC(ON3C(=O)CCC3=O)=O)[C:50]3[C:45](=[CH:46][CH:47]=[CH:48][CH:49]=3)[C:44]=2[CH:43]=[CH:42][CH:41]=1. (5) Given the product [C:1]([C:5]1[CH:6]=[C:7]([N:23]([CH2:28][CH2:29][OH:30])[S:24]([CH3:27])(=[O:25])=[O:26])[C:8]([O:21][CH3:22])=[C:9]([NH:11][C:12](=[O:20])[NH:31][C:32]2[C:41]3[C:36](=[CH:37][CH:38]=[CH:39][CH:40]=3)[C:35]([O:42][C:43]3[CH:48]=[CH:47][N:46]=[C:45]([NH:49][C:50]4[CH:67]=[CH:66][C:53]([C:54]([NH:56][CH2:57][CH2:58][N:59]5[CH2:64][CH2:63][S:62](=[O:65])[CH2:61][CH2:60]5)=[O:55])=[C:52]([O:68][CH3:69])[CH:51]=4)[CH:44]=3)=[CH:34][CH:33]=2)[CH:10]=1)([CH3:3])([CH3:4])[CH3:2], predict the reactants needed to synthesize it. The reactants are: [C:1]([C:5]1[CH:6]=[C:7]([N:23]([CH2:28][CH2:29][OH:30])[S:24]([CH3:27])(=[O:26])=[O:25])[C:8]([O:21][CH3:22])=[C:9]([NH:11][C:12](=[O:20])OC2C=CC=CC=2)[CH:10]=1)([CH3:4])([CH3:3])[CH3:2].[NH2:31][C:32]1[C:41]2[C:36](=[CH:37][CH:38]=[CH:39][CH:40]=2)[C:35]([O:42][C:43]2[CH:48]=[CH:47][N:46]=[C:45]([NH:49][C:50]3[CH:67]=[CH:66][C:53]([C:54]([NH:56][CH2:57][CH2:58][N:59]4[CH2:64][CH2:63][S:62](=[O:65])[CH2:61][CH2:60]4)=[O:55])=[C:52]([O:68][CH3:69])[CH:51]=3)[CH:44]=2)=[CH:34][CH:33]=1.C(N(CC)CC)C.